From a dataset of Full USPTO retrosynthesis dataset with 1.9M reactions from patents (1976-2016). Predict the reactants needed to synthesize the given product. (1) Given the product [OH:1][C:2]1[CH:9]=[CH:8][C:5]([CH:6]=[O:7])=[CH:4][C:3]=1[C:10]1[CH:15]=[CH:14][C:13]([O:16][CH3:17])=[CH:12][CH:11]=1, predict the reactants needed to synthesize it. The reactants are: [OH:1][C:2]1[CH:9]=[CH:8][C:5]([CH2:6][OH:7])=[CH:4][C:3]=1[C:10]1[CH:15]=[CH:14][C:13]([O:16][CH3:17])=[CH:12][CH:11]=1. (2) Given the product [CH2:9]1[NH:8][CH2:13][CH2:12][N:11]2[C:14](=[O:17])[CH2:15][CH2:16][C@H:10]12, predict the reactants needed to synthesize it. The reactants are: C([N:8]1[CH2:13][CH2:12][N:11]2[C:14](=[O:17])[CH2:15][CH2:16][C@@H:10]2[CH2:9]1)C1C=CC=CC=1.C([O-])=O.[NH4+]. (3) Given the product [ClH:2].[Cl:2][C:3]1[C:4]([CH2:5][CH2:6][NH:7][CH2:15][C:16]2[CH:17]=[CH:18][C:19]([F:22])=[CH:20][CH:21]=2)=[CH:23][C:24]([O:39][CH3:40])=[C:25]([NH:27][C:28]([NH:30][C:31]2[CH:36]=[N:35][C:34]([C:37]#[N:38])=[CH:33][N:32]=2)=[O:29])[CH:26]=1, predict the reactants needed to synthesize it. The reactants are: Cl.[Cl:2][C:3]1[CH:26]=[C:25]([NH:27][C:28]([NH:30][C:31]2[CH:36]=[N:35][C:34]([C:37]#[N:38])=[CH:33][N:32]=2)=[O:29])[C:24]([O:39][CH3:40])=[CH:23][C:4]=1[CH2:5][CH2:6][N:7]([CH2:15][C:16]1[CH:21]=[CH:20][C:19]([F:22])=[CH:18][CH:17]=1)C(=O)OC(C)(C)C. (4) Given the product [OH:16][CH2:2][C:3]1[CH:11]=[CH:10][C:6]([C:7]([OH:9])=[O:8])=[CH:5][C:4]=1[N+:12]([O-:14])=[O:13], predict the reactants needed to synthesize it. The reactants are: Br[CH2:2][C:3]1[CH:11]=[CH:10][C:6]([C:7]([OH:9])=[O:8])=[CH:5][C:4]=1[N+:12]([O-:14])=[O:13].C(=O)([O-])[O-:16].[Na+].[Na+]. (5) The reactants are: Cl[C:2]1[N:7]=[CH:6][C:5]([NH:8][C:9]2[N:14]=[C:13]([NH:15][CH3:16])[C:12]([C:17]([F:20])([F:19])[F:18])=[CH:11][N:10]=2)=[C:4]([O:21][CH3:22])[CH:3]=1.C([Sn](CCCC)(CCCC)[C:28]1[S:32][CH:31]=[N:30][CH:29]=1)CCC. Given the product [CH3:22][O:21][C:4]1[CH:3]=[C:2]([C:28]2[S:32][CH:31]=[N:30][CH:29]=2)[N:7]=[CH:6][C:5]=1[NH:8][C:9]1[N:14]=[C:13]([NH:15][CH3:16])[C:12]([C:17]([F:20])([F:19])[F:18])=[CH:11][N:10]=1, predict the reactants needed to synthesize it. (6) Given the product [CH3:37][C@H:38]1[N:39]([C:44]2[CH:49]=[CH:48][C:47]([C:50]([F:53])([F:51])[F:52])=[CH:46][N:45]=2)[CH2:40][CH2:41][N:42]([CH2:29][C:28]2[C:24]([C:16]3[NH:15][C:23]4[C:18]([CH:17]=3)=[CH:19][CH:20]=[CH:21][CH:22]=4)=[N:25][N:26]([CH:31]3[CH2:36][CH2:35][CH2:34][CH2:33][O:32]3)[CH:27]=2)[CH2:43]1, predict the reactants needed to synthesize it. The reactants are: [BH-](OC(C)=O)(OC(C)=O)OC(C)=O.[Na+].[NH:15]1[C:23]2[C:18](=[CH:19][CH:20]=[CH:21][CH:22]=2)[CH:17]=[C:16]1[C:24]1[C:28]([CH:29]=O)=[CH:27][N:26]([CH:31]2[CH2:36][CH2:35][CH2:34][CH2:33][O:32]2)[N:25]=1.[CH3:37][C@@H:38]1[CH2:43][NH:42][CH2:41][CH2:40][N:39]1[C:44]1[CH:49]=[CH:48][C:47]([C:50]([F:53])([F:52])[F:51])=[CH:46][N:45]=1.C(O)(=O)C. (7) The reactants are: [CH3:1][C:2]1([CH3:22])[CH2:7][NH:6][CH:5]([CH2:8][C:9]([NH:11][C:12]2[CH:17]=[CH:16][C:15]([CH:18]([CH3:20])[CH3:19])=[CH:14][CH:13]=2)=[O:10])[C:4](=[O:21])[O:3]1.C(O[C:26]1(O[Si](C)(C)C)[CH2:28][CH2:27]1)C.C([BH3-])#N.[Na+].C(O)(=O)C. Given the product [CH:26]1([N:6]2[CH2:7][C:2]([CH3:1])([CH3:22])[O:3][C:4](=[O:21])[CH:5]2[CH2:8][C:9]([NH:11][C:12]2[CH:17]=[CH:16][C:15]([CH:18]([CH3:19])[CH3:20])=[CH:14][CH:13]=2)=[O:10])[CH2:28][CH2:27]1, predict the reactants needed to synthesize it.